This data is from Full USPTO retrosynthesis dataset with 1.9M reactions from patents (1976-2016). The task is: Predict the reactants needed to synthesize the given product. (1) Given the product [CH2:1]([O:5][C:6]([N:8]1[CH2:13][CH2:12][N:11]([C:14](=[O:67])[C@@H:15]([NH:37][C:38]([C:40]2[CH:44]=[C:43]([O:45][CH2:46][C:47]([N:49]3[CH2:53][CH2:52][CH2:51][C@H:50]3[C:54](=[O:60])[NH:55][CH:56]3[CH2:59][CH2:58][CH2:57]3)=[O:48])[N:42]([C:61]3[CH:66]=[CH:65][CH:64]=[CH:63][CH:62]=3)[N:41]=2)=[O:39])[CH2:16][CH2:17][CH2:18][OH:19])[CH2:10][CH2:9]1)=[O:7])[CH2:2][CH2:3][CH3:4], predict the reactants needed to synthesize it. The reactants are: [CH2:1]([O:5][C:6]([N:8]1[CH2:13][CH2:12][N:11]([C:14](=[O:67])[C@@H:15]([NH:37][C:38]([C:40]2[CH:44]=[C:43]([O:45][CH2:46][C:47]([N:49]3[CH2:53][CH2:52][CH2:51][C@H:50]3[C:54](=[O:60])[NH:55][CH:56]3[CH2:59][CH2:58][CH2:57]3)=[O:48])[N:42]([C:61]3[CH:66]=[CH:65][CH:64]=[CH:63][CH:62]=3)[N:41]=2)=[O:39])[CH2:16][CH2:17][CH2:18][O:19][Si](C(C)(C)C)(C2C=CC=CC=2)C2C=CC=CC=2)[CH2:10][CH2:9]1)=[O:7])[CH2:2][CH2:3][CH3:4].CCCC[N+](CCCC)(CCCC)CCCC.[F-]. (2) Given the product [CH2:8]([N:4]1[C:10](=[O:17])[C:11]2[C:16](=[CH:15][CH:14]=[CH:13][CH:12]=2)[C:2]2[C:8]([CH3:9])=[CH:7][CH:6]=[CH:5][C:3]1=2)[CH2:2][CH2:3][CH3:5], predict the reactants needed to synthesize it. The reactants are: I[C:2]1[C:8]([CH3:9])=[CH:7][CH:6]=[CH:5][C:3]=1[NH2:4].[C:10](Cl)(=[O:17])[C:11]1[CH:16]=[CH:15][CH:14]=[CH:13][CH:12]=1. (3) Given the product [O:8]=[C:3]1[CH2:4][CH2:5][CH2:6][N:1]([C:10]([O:12][C:13]([CH3:16])([CH3:15])[CH3:14])=[O:11])[CH2:2]1, predict the reactants needed to synthesize it. The reactants are: [NH:1]1[CH2:6][CH2:5][CH2:4][CH2:3][C:2]1=O.[OH-:8].[Na+].[C:10](OC([O-])=O)([O:12][C:13]([CH3:16])([CH3:15])[CH3:14])=[O:11]. (4) Given the product [CH2:25]([C:27]1[CH:34]=[CH:33][C:30]([CH:31]([C:2]2[C:7]([O:8][CH2:9][O:10][CH2:11][CH2:12][Si:13]([CH2:18][CH3:19])([CH2:16][CH3:17])[CH2:14][CH3:15])=[CH:6][CH:5]=[CH:4][N:3]=2)[OH:32])=[CH:29][CH:28]=1)[CH3:26], predict the reactants needed to synthesize it. The reactants are: Br[C:2]1[C:7]([O:8][CH2:9][O:10][CH2:11][CH2:12][Si:13]([CH2:18][CH3:19])([CH2:16][CH3:17])[CH2:14][CH3:15])=[CH:6][CH:5]=[CH:4][N:3]=1.C([Li])(C)(C)C.[CH2:25]([C:27]1[CH:34]=[CH:33][C:30]([CH:31]=[O:32])=[CH:29][CH:28]=1)[CH3:26].[Cl-].[NH4+]. (5) Given the product [CH3:32][N:33]([CH3:39])[C@H:34]1[CH2:38][CH2:37][N:36]([C:2]2[C:3]([C:19]3[CH:24]=[CH:23][CH:22]=[CH:21][CH:20]=3)=[C:4]([CH3:18])[C:5]([C:16]#[N:17])=[C:6]3[C:10]=2[O:9][C:8]([N:11]2[CH2:15][CH2:14][CH2:13][CH2:12]2)=[N:7]3)[CH2:35]1, predict the reactants needed to synthesize it. The reactants are: F[C:2]1[C:3]([C:19]2[CH:24]=[CH:23][CH:22]=[CH:21][CH:20]=2)=[C:4]([CH3:18])[C:5]([C:16]#[N:17])=[C:6]2[C:10]=1[O:9][C:8]([N:11]1[CH2:15][CH2:14][CH2:13][CH2:12]1)=[N:7]2.C(N(CC)CC)C.[CH3:32][N:33]([CH3:39])[C@H:34]1[CH2:38][CH2:37][NH:36][CH2:35]1. (6) Given the product [Br:1][C:2]1[CH:13]=[CH:12][C:5]2[CH2:6][CH2:7][CH2:8][CH2:9][NH:10][C:4]=2[CH:3]=1, predict the reactants needed to synthesize it. The reactants are: [Br:1][C:2]1[CH:13]=[CH:12][C:5]2[CH2:6][CH2:7][CH2:8][C:9](=O)[NH:10][C:4]=2[CH:3]=1.B.C1COCC1.O. (7) Given the product [C:1]([C:3]1[C:4]([C:17]2[CH:22]=[CH:21][C:20]([Cl:23])=[CH:19][C:18]=2[Cl:24])=[C:5]([C:14]([NH2:31])=[O:15])[S:6][C:7]=1[N:8]1[CH2:13][CH2:12][O:11][CH2:10][CH2:9]1)#[N:2], predict the reactants needed to synthesize it. The reactants are: [C:1]([C:3]1[C:4]([C:17]2[CH:22]=[CH:21][C:20]([Cl:23])=[CH:19][C:18]=2[Cl:24])=[C:5]([C:14](O)=[O:15])[S:6][C:7]=1[N:8]1[CH2:13][CH2:12][O:11][CH2:10][CH2:9]1)#[N:2].C1C=CC2N(O)N=[N:31]C=2C=1.CCN=C=NCCCN(C)C.N.